From a dataset of Catalyst prediction with 721,799 reactions and 888 catalyst types from USPTO. Predict which catalyst facilitates the given reaction. (1) Reactant: [NH2:1][C:2]1[CH:3]=[C:4]([CH:18]=[C:19]([C:21]#[CH:22])[CH:20]=1)[C:5]([NH:7][CH2:8][CH2:9][O:10][CH2:11][CH2:12][O:13][CH2:14][CH2:15][O:16][CH3:17])=[O:6].Cl[C:24]1[N:29]=[C:28]([O:30][C:31]2[C:40]3[C:35](=[CH:36][CH:37]=[CH:38][CH:39]=3)[C:34]([NH:41][C:42](=[O:48])[O:43][C:44]([CH3:47])([CH3:46])[CH3:45])=[CH:33][CH:32]=2)[CH:27]=[CH:26][N:25]=1. Product: [C:21]([C:19]1[CH:20]=[C:2]([NH:1][C:24]2[N:29]=[C:28]([O:30][C:31]3[C:40]4[C:35](=[CH:36][CH:37]=[CH:38][CH:39]=4)[C:34]([NH:41][C:42](=[O:48])[O:43][C:44]([CH3:46])([CH3:45])[CH3:47])=[CH:33][CH:32]=3)[CH:27]=[CH:26][N:25]=2)[CH:3]=[C:4]([C:5](=[O:6])[NH:7][CH2:8][CH2:9][O:10][CH2:11][CH2:12][O:13][CH2:14][CH2:15][O:16][CH3:17])[CH:18]=1)#[CH:22]. The catalyst class is: 3. (2) Reactant: C[O:2][C:3]1[CH:8]=[CH:7][C:6]([C:9]2[N:10]=[CH:11][N:12]([CH2:14][CH2:15][C:16]([NH2:19])([CH3:18])[CH3:17])[CH:13]=2)=[CH:5][CH:4]=1.Cl.N1C=CC=CC=1.[OH-].[Na+]. Product: [OH:2][C:3]1[CH:4]=[CH:5][C:6]([C:9]2[N:10]=[CH:11][N:12]([CH2:14][CH2:15][C:16]([NH2:19])([CH3:17])[CH3:18])[CH:13]=2)=[CH:7][CH:8]=1. The catalyst class is: 13. (3) Product: [F:23][C:22]([F:24])([F:25])[O:21][C:18]1[CH:17]=[CH:16][C:15]([C:12]2[CH:13]=[CH:14][C:9]([NH:8][C:2](=[O:7])[C:3]([O:5][CH3:6])=[O:4])=[CH:10][CH:11]=2)=[CH:20][CH:19]=1. Reactant: Cl[C:2](=[O:7])[C:3]([O:5][CH3:6])=[O:4].[NH2:8][C:9]1[CH:14]=[CH:13][C:12]([C:15]2[CH:20]=[CH:19][C:18]([O:21][C:22]([F:25])([F:24])[F:23])=[CH:17][CH:16]=2)=[CH:11][CH:10]=1.C(=O)([O-])O.[Na+]. The catalyst class is: 46. (4) Reactant: [C:1]([O:5][C:6]([N:8]1[CH2:11][C:10]([CH2:13][O:14][C:15]2[C:23]([Cl:24])=[CH:22][C:18]([C:19]([OH:21])=[O:20])=[C:17]([F:25])[CH:16]=2)([F:12])[CH2:9]1)=[O:7])([CH3:4])([CH3:3])[CH3:2].C(=O)([O-])[O-].[K+].[K+].I[CH2:33][CH3:34]. Product: [Cl:24][C:23]1[CH:22]=[C:18]([C:19]([O:21][CH2:33][CH3:34])=[O:20])[C:17]([F:25])=[CH:16][C:15]=1[O:14][CH2:13][C:10]1([F:12])[CH2:9][N:8]([C:6]([O:5][C:1]([CH3:4])([CH3:2])[CH3:3])=[O:7])[CH2:11]1. The catalyst class is: 508. (5) Reactant: [CH3:1][C@H:2]1[NH:7][C@@H:6]([CH3:8])[CH2:5][N:4]([C:9]2[CH:10]=[C:11]([CH:13]=[CH:14][C:15]=2[O:16][CH3:17])[NH2:12])[CH2:3]1.CN1CCOCC1.[N:25]1[CH:30]=[CH:29][CH:28]=[CH:27][C:26]=1[C:31]1[S:35][C:34]([S:36](Cl)(=[O:38])=[O:37])=[CH:33][CH:32]=1. Product: [CH3:1][C@H:2]1[NH:7][C@@H:6]([CH3:8])[CH2:5][N:4]([C:9]2[CH:10]=[C:11]([NH:12][S:36]([C:34]3[S:35][C:31]([C:26]4[CH:27]=[CH:28][CH:29]=[CH:30][N:25]=4)=[CH:32][CH:33]=3)(=[O:37])=[O:38])[CH:13]=[CH:14][C:15]=2[O:16][CH3:17])[CH2:3]1. The catalyst class is: 4. (6) Reactant: [CH:1]1([N:6]2[CH2:12][C:11]([F:14])([F:13])[C:10](=[O:15])[N:9]([CH3:16])[C:8]3[CH:17]=[N:18][C:19]([NH:21][C:22]4[CH:30]=[CH:29][C:25]([C:26](O)=[O:27])=[CH:24][C:23]=4[O:31][CH3:32])=[N:20][C:7]2=3)[CH2:5][CH2:4][CH2:3][CH2:2]1.C(N(C(C)C)C(C)C)C.[N:42]1[CH:47]=[CH:46][C:45]([NH2:48])=[CH:44][CH:43]=1. Product: [CH:1]1([N:6]2[CH2:12][C:11]([F:13])([F:14])[C:10](=[O:15])[N:9]([CH3:16])[C:8]3[CH:17]=[N:18][C:19]([NH:21][C:22]4[CH:30]=[CH:29][C:25]([C:26]([NH:48][C:45]5[CH:46]=[CH:47][N:42]=[CH:43][CH:44]=5)=[O:27])=[CH:24][C:23]=4[O:31][CH3:32])=[N:20][C:7]2=3)[CH2:5][CH2:4][CH2:3][CH2:2]1. The catalyst class is: 4. (7) Reactant: C(OC(=O)[NH:7][CH:8]([C:10]1[N:11]([C:19]2[CH:24]=[C:23]([F:25])[CH:22]=[C:21]([F:26])[CH:20]=2)[C:12]2[C:13]([N:18]=1)=[N:14][CH:15]=[CH:16][CH:17]=2)[CH3:9])(C)(C)C.FC1C=C(N2C3C(=NC=CC=3)N=C2C(NC(=O)C)C)C=C(F)C=1. Product: [F:26][C:21]1[CH:20]=[C:19]([N:11]2[C:12]3[C:13](=[N:14][CH:15]=[CH:16][CH:17]=3)[N:18]=[C:10]2[CH:8]([NH2:7])[CH3:9])[CH:24]=[C:23]([F:25])[CH:22]=1. The catalyst class is: 33. (8) Reactant: [F:1][C:2]1[CH:11]=[C:10]2[C:5]([N:6]=[CH:7][C:8](=[O:12])[NH:9]2)=[CH:4][CH:3]=1.F[C:14]1[CH:15]=C2C(=C[CH:23]=1)NC(=O)C=N2.C(=O)([O-])[O-].[K+].[K+].C(I)C=C. Product: [F:1][C:2]1[CH:11]=[C:10]2[C:5]([N:6]=[CH:7][C:8](=[O:12])[N:9]2[CH2:15][CH:14]=[CH2:23])=[CH:4][CH:3]=1. The catalyst class is: 3. (9) Reactant: [CH3:1][N:2]1[C:10]([CH:11]=O)=[N:9][C:8]2[C:3]1=[N:4][C:5]([N:19]1[C:23]3[CH:24]=[CH:25][CH:26]=[CH:27][C:22]=3[N:21]=[C:20]1[CH3:28])=[N:6][C:7]=2[N:13]1[CH2:18][CH2:17][O:16][CH2:15][CH2:14]1.[NH:29]1[CH2:32][CH:31]([N:33]2[CH2:38][CH2:37][O:36][C:35]([CH3:40])([CH3:39])[CH2:34]2)[CH2:30]1.C(O[BH-](OC(=O)C)OC(=O)C)(=O)C.[Na+]. Product: [CH3:39][C:35]1([CH3:40])[O:36][CH2:37][CH2:38][N:33]([CH:31]2[CH2:30][N:29]([CH2:11][C:10]3[N:2]([CH3:1])[C:3]4[C:8]([N:9]=3)=[C:7]([N:13]3[CH2:14][CH2:15][O:16][CH2:17][CH2:18]3)[N:6]=[C:5]([N:19]3[C:23]5[CH:24]=[CH:25][CH:26]=[CH:27][C:22]=5[N:21]=[C:20]3[CH3:28])[N:4]=4)[CH2:32]2)[CH2:34]1. The catalyst class is: 26. (10) Reactant: [CH:1]1[C:11]2[CH2:10][C:9]3([CH2:15][CH2:14][CH:13]([N:16]4[CH2:19][CH:18]([C:20]([OH:22])=[O:21])[CH2:17]4)[CH2:12]3)[C:8]3[CH:23]=[CH:24][CH:25]=[CH:26][C:7]=3[CH2:6][C:5]=2[CH:4]=[CH:3][CH:2]=1.[ClH:27]. Product: [ClH:27].[CH:1]1[C:11]2[CH2:10][C:9]3([CH2:15][CH2:14][CH:13]([N:16]4[CH2:19][CH:18]([C:20]([OH:22])=[O:21])[CH2:17]4)[CH2:12]3)[C:8]3[CH:23]=[CH:24][CH:25]=[CH:26][C:7]=3[CH2:6][C:5]=2[CH:4]=[CH:3][CH:2]=1. The catalyst class is: 7.